This data is from Peptide-MHC class I binding affinity with 185,985 pairs from IEDB/IMGT. The task is: Regression. Given a peptide amino acid sequence and an MHC pseudo amino acid sequence, predict their binding affinity value. This is MHC class I binding data. (1) The peptide sequence is FIMRNFLRSI. The MHC is HLA-A02:03 with pseudo-sequence HLA-A02:03. The binding affinity (normalized) is 1.00. (2) The peptide sequence is KLRETGAPL. The MHC is HLA-B35:01 with pseudo-sequence HLA-B35:01. The binding affinity (normalized) is 0.0847. (3) The peptide sequence is AALSSLAKH. The MHC is HLA-A11:01 with pseudo-sequence HLA-A11:01. The binding affinity (normalized) is 0.156. (4) The MHC is HLA-A30:01 with pseudo-sequence HLA-A30:01. The binding affinity (normalized) is 0.149. The peptide sequence is IVAWTRTAT. (5) The peptide sequence is FPVTPQVPL. The MHC is HLA-B40:02 with pseudo-sequence HLA-B40:02. The binding affinity (normalized) is 0.